Dataset: Full USPTO retrosynthesis dataset with 1.9M reactions from patents (1976-2016). Task: Predict the reactants needed to synthesize the given product. (1) Given the product [CH3:39][S:40]([N:8]1[CH2:31][CH2:30][C@@:15]23[C:16]4[CH:17]=[C:18]([O:23][C:24](=[O:29])[C:25]([CH3:28])([CH3:27])[CH3:26])[CH:19]=[CH:20][C:21]=4[CH2:22][C@@H:9]1[C@@H:10]2[CH2:11][CH2:12][CH2:13][CH2:14]3)(=[O:42])=[O:41], predict the reactants needed to synthesize it. The reactants are: C([N:8]1[CH2:31][CH2:30][C@@:15]23[C:16]4[CH:17]=[C:18]([O:23][C:24](=[O:29])[C:25]([CH3:28])([CH3:27])[CH3:26])[CH:19]=[CH:20][C:21]=4[CH2:22][C@@H:9]1[C@@H:10]2[CH2:11][CH2:12][CH2:13][CH2:14]3)(OC(C)(C)C)=O.O1CCOCC1.Cl.[CH3:39][S:40](Cl)(=[O:42])=[O:41]. (2) Given the product [NH:23]1[C:27]2[CH:28]=[CH:29][CH:30]=[CH:31][C:26]=2[N:25]=[C:24]1[NH:32][CH2:33][CH2:34][CH2:35][CH2:36][CH2:37][NH:38][C:60]([C:57]1[CH:58]=[CH:59][C:44]2[CH:43]([CH2:42][C:41]([O:40][CH3:39])=[O:63])[C:49]3[CH:50]=[CH:51][CH:52]=[CH:53][C:48]=3[C:47](=[O:54])[N:46]([CH3:55])[C:45]=2[CH:56]=1)=[O:61], predict the reactants needed to synthesize it. The reactants are: [B-](F)(F)(F)F.CCOC(C(C#N)=NOC(N(C)C)=[N+](C)C)=O.[NH:23]1[C:27]2[CH:28]=[CH:29][CH:30]=[CH:31][C:26]=2[N:25]=[C:24]1[NH:32][CH2:33][CH2:34][CH2:35][CH2:36][CH2:37][NH2:38].[CH3:39][O:40][C:41](=[O:63])[CH2:42][CH:43]1[C:49]2[CH:50]=[CH:51][CH:52]=[CH:53][C:48]=2[C:47](=[O:54])[N:46]([CH3:55])[C:45]2[CH:56]=[C:57]([C:60](O)=[O:61])[CH:58]=[CH:59][C:44]1=2.CN1CCOCC1. (3) Given the product [F:1][C:2]1[CH:7]=[C:6]([F:8])[CH:5]=[CH:4][C:3]=1[S:9]([N:12]1[C:20]2[CH:19]=[CH:18][N:17]=[CH:16][C:15]=2[C:14]([CH2:21][CH2:22][NH2:23])=[CH:13]1)(=[O:11])=[O:10], predict the reactants needed to synthesize it. The reactants are: [F:1][C:2]1[CH:7]=[C:6]([F:8])[CH:5]=[CH:4][C:3]=1[S:9]([N:12]1[C:20]2[CH:19]=[CH:18][N:17]=[CH:16][C:15]=2[C:14]([CH2:21][CH2:22][NH:23]C(=O)[O-])=[CH:13]1)(=[O:11])=[O:10].FC(F)(F)C(O)=O. (4) Given the product [F:34][C:32]1[CH:31]=[C:30]2[C:26]([CH:27]=[CH:28][NH:29]2)=[C:25]([C:14]2[N:15]=[C:16]([N:19]3[CH2:24][CH2:23][O:22][CH2:21][CH2:20]3)[C:17]3[S:18][C:10]([CH2:9][N:4]4[CH2:3][CH2:45][CH:40]([N:35]5[CH2:39][CH2:38][CH2:37][CH2:36]5)[CH2:41][CH2:5]4)=[CH:11][C:12]=3[N:13]=2)[CH:33]=1, predict the reactants needed to synthesize it. The reactants are: C[C@H]1N[C@@H](C)[CH2:5][N:4]([CH2:9][C:10]2[S:18][C:17]3[C:16]([N:19]4[CH2:24][CH2:23][O:22][CH2:21][CH2:20]4)=[N:15][C:14]([C:25]4[CH:33]=[C:32]([F:34])[CH:31]=[C:30]5[C:26]=4[CH:27]=[CH:28][NH:29]5)=[N:13][C:12]=3[CH:11]=2)[CH2:3]1.[N:35]1([CH:40]2[CH2:45]CNC[CH2:41]2)[CH2:39][CH2:38][CH2:37][CH2:36]1. (5) Given the product [CH3:22][O:23][C:7]1[CH:8]=[CH:3][C:4]([CH2:9][C@H:10]([NH:21][C@@H:19]([C:13]2[CH:18]=[CH:17][CH:16]=[CH:15][CH:14]=2)[CH3:20])[CH3:11])=[CH:5][CH:6]=1, predict the reactants needed to synthesize it. The reactants are: CO[C:3]1[CH:8]=[CH:7][CH:6]=[CH:5][C:4]=1[CH2:9][C:10](=O)[CH3:11].[C:13]1([C@H:19]([NH2:21])[CH3:20])[CH:18]=[CH:17][CH:16]=[CH:15][CH:14]=1.[CH:22](O)=[O:23]. (6) Given the product [CH2:17]([O:16][C:14]([C:11]1([CH:19]2[CH2:23][CH2:22][CH2:21][CH2:20]2)[CH2:12][CH2:13][N:8]([C:6]([O:5][C:1]([CH3:4])([CH3:3])[CH3:2])=[O:7])[CH2:9][CH2:10]1)=[O:15])[CH3:18], predict the reactants needed to synthesize it. The reactants are: [C:1]([O:5][C:6]([N:8]1[CH2:13][CH2:12][CH:11]([C:14]([O:16][CH2:17][CH3:18])=[O:15])[CH2:10][CH2:9]1)=[O:7])([CH3:4])([CH3:3])[CH3:2].[CH:19]1(I)[CH2:23][CH2:22][CH2:21][CH2:20]1.